This data is from Catalyst prediction with 721,799 reactions and 888 catalyst types from USPTO. The task is: Predict which catalyst facilitates the given reaction. (1) Reactant: [F:1][C:2]1([CH3:11])[CH2:5][CH:4]([C:6]([O:8][CH2:9][CH3:10])=[O:7])[CH2:3]1.[Li+].[CH3:13]C([N-]C(C)C)C.CI. Product: [F:1][C:2]1([CH3:11])[CH2:3][C:4]([CH3:13])([C:6]([O:8][CH2:9][CH3:10])=[O:7])[CH2:5]1. The catalyst class is: 1. (2) Reactant: [CH3:1][S:2]([C:5]([C:8]1[CH:9]=[C:10]2[C:15](=[C:16]([C:18]3[CH:23]=[CH:22][CH:21]=[C:20]([C:24]4[CH:29]=[CH:28][CH:27]=[C:26](SC)[N:25]=4)[CH:19]=3)[CH:17]=1)[N:14]=[CH:13][CH:12]=[CH:11]2)([CH3:7])[CH3:6])(=O)=[O:3].CO.[C:34]([O-])(O)=O.[Na+].O[O:40][S:41]([O-:43])=O.[K+].[OH2:45]. Product: [CH3:1][S:2]([C:5]([C:8]1[CH:9]=[C:10]2[C:15](=[C:16]([C:18]3[CH:23]=[CH:22][CH:21]=[C:20]([C:24]4[CH:29]=[CH:28][CH:27]=[C:26]([S:41]([CH3:34])(=[O:43])=[O:40])[N:25]=4)[CH:19]=3)[CH:17]=1)[N:14]=[CH:13][CH:12]=[CH:11]2)([CH3:7])[CH3:6])(=[O:3])=[O:45]. The catalyst class is: 1. (3) Reactant: O=P(Cl)(Cl)Cl.CN([CH:9]=[O:10])C.[CH3:11][CH2:12][O:13][C:14]([C@@H:16]1[CH2:20][CH:19]=[CH:18][N:17]1[C:21]([O:23][C:24]([CH3:27])([CH3:26])[CH3:25])=[O:22])=[O:15].[OH-].[Na+]. Product: [CH3:11][CH2:12][O:13][C:14]([C@@H:16]1[CH2:20][C:19]([CH:9]=[O:10])=[CH:18][N:17]1[C:21]([O:23][C:24]([CH3:26])([CH3:25])[CH3:27])=[O:22])=[O:15]. The catalyst class is: 2. (4) Reactant: [Br:1][C:2]1[CH:3]=CC=C(C(NC2C=NC=CC=2)C(O)=O)[CH:7]=1.[NH3:19].C([N:22]([CH2:25][CH3:26])[CH2:23][CH3:24])C.CN(C(ON1N=N[C:37]2[CH:38]=[CH:39][CH:40]=N[C:36]1=2)=[N+](C)C)C.F[P-](F)(F)(F)(F)F.C[N:52]([CH:54]=[O:55])C. Product: [Br:1][C:2]1[CH:7]=[C:25]([NH:22][CH:23]([C:24]2[CH:36]=[CH:37][CH:38]=[CH:39][CH:40]=2)[C:54]([NH2:52])=[O:55])[CH:26]=[N:19][CH:3]=1. The catalyst class is: 6. (5) Reactant: N[C:2]1[CH:10]=[CH:9][C:8]([Cl:11])=[CH:7][C:3]=1[C:4]([OH:6])=[O:5].[OH-].[Na+].N([O-])=O.[Na+].Cl.C(OC([S-])=[S:23])C.[K+]. Product: [Cl:11][C:8]1[CH:9]=[CH:10][C:2]([SH:23])=[C:3]([CH:7]=1)[C:4]([OH:6])=[O:5]. The catalyst class is: 6. (6) Reactant: [C:1]([N:5]1[C:13]2[CH:12]=[CH:11][N:10]=[C:9]([O:14][CH3:15])[C:8]=2[C:7]([C:16]2[CH:17]=[C:18]([C:21]([O:23]C)=[O:22])[S:19][CH:20]=2)=[N:6]1)([CH3:4])([CH3:3])[CH3:2].CO.[OH-].[Na+].Cl. Product: [C:1]([N:5]1[C:13]2[CH:12]=[CH:11][N:10]=[C:9]([O:14][CH3:15])[C:8]=2[C:7]([C:16]2[CH:17]=[C:18]([C:21]([OH:23])=[O:22])[S:19][CH:20]=2)=[N:6]1)([CH3:4])([CH3:2])[CH3:3]. The catalyst class is: 90. (7) Product: [C:10]([CH:9]([C:7]1[C:6]([N+:12]([O-:14])=[O:13])=[CH:5][CH:4]=[C:3]([O:2][CH3:1])[N:8]=1)[CH2:22][C:23]([O:25][CH3:26])=[O:24])#[N:11]. Reactant: [CH3:1][O:2][C:3]1[N:8]=[C:7]([CH2:9][C:10]#[N:11])[C:6]([N+:12]([O-:14])=[O:13])=[CH:5][CH:4]=1.C(=O)([O-])[O-].[K+].[K+].Br[CH2:22][C:23]([O:25][CH3:26])=[O:24]. The catalyst class is: 10. (8) Reactant: O.[NH2:2][NH2:3].F[C:5]1[C:10]([I:11])=[CH:9][CH:8]=[CH:7][N:6]=1. Product: [NH:2]([C:5]1[C:10]([I:11])=[CH:9][CH:8]=[CH:7][N:6]=1)[NH2:3]. The catalyst class is: 8. (9) Reactant: [CH3:1][O:2][CH:3]([O:16][CH3:17])[C:4]1[C:13]([CH:14]=O)=[CH:12][C:11]2[CH2:10][CH2:9][CH2:8][NH:7][C:6]=2[N:5]=1.[CH3:18][NH:19][CH3:20].C(O[BH-](OC(=O)C)OC(=O)C)(=O)C.[Na+].C([O-])(O)=O.[Na+]. Product: [CH3:1][O:2][CH:3]([O:16][CH3:17])[C:4]1[C:13]([CH2:14][N:19]([CH3:20])[CH3:18])=[CH:12][C:11]2[CH2:10][CH2:9][CH2:8][NH:7][C:6]=2[N:5]=1. The catalyst class is: 2. (10) Reactant: Cl[C:2]1[CH:3]=[C:4]([CH:8]=[C:9]([CH3:11])[N:10]=1)[C:5]([OH:7])=[O:6].[NH3:12].[S-2].[Na+].[Na+]. Product: [NH2:12][C:2]1[CH:3]=[C:4]([CH:8]=[C:9]([CH3:11])[N:10]=1)[C:5]([OH:7])=[O:6]. The catalyst class is: 6.